Dataset: Reaction yield outcomes from USPTO patents with 853,638 reactions. Task: Predict the reaction yield, written as a fraction of the theoretical maximum amount of product (1.0 means a 100% yield; for example, 0.34 means a 34% yield). (1) The reactants are [F:1][C:2]1[CH:7]=[C:6]([F:8])[CH:5]=[CH:4][C:3]=1[C:9]1[CH:14]=[CH:13][C:12]([C:15]([OH:17])=O)=[C:11]([OH:18])[CH:10]=1.C1(N=C=NC2CCCCC2)CCCCC1.CN1CCOCC1.[N:41]([CH2:44][CH2:45][NH2:46])=[N+:42]=[N-:43]. The catalyst is O.CN(C)C=O. The product is [N:41]([CH2:44][CH2:45][NH:46][C:15]([C:12]1[CH:13]=[CH:14][C:9]([C:3]2[CH:4]=[CH:5][C:6]([F:8])=[CH:7][C:2]=2[F:1])=[CH:10][C:11]=1[OH:18])=[O:17])=[N+:42]=[N-:43]. The yield is 0.610. (2) The reactants are I[C:2]1[C:3]([NH2:17])=[N:4][C:5](=[O:16])[N:6]([CH:15]=1)[C@@H:7]1[O:14][C@H:11]([CH2:12][OH:13])[C@@H:9]([OH:10])[CH2:8]1.C(N(CC)CC)C.[F:25][C:26]([F:34])([F:33])[C:27]([NH:29][CH2:30][C:31]#[CH:32])=[O:28].N(CO[C@@H]1[C@@H](CO)O[C@@H](N2C=C(C#CCNC(=O)C(F)(F)F)C(=O)NC2=O)C1)=[N+]=[N-].C(=O)(O)[O-]. The catalyst is CN(C=O)C.[Cu]I. The product is [F:25][C:26]([F:34])([F:33])[C:27]([NH:29][CH2:30][C:31]#[C:32][C:2]1[C:3]([NH2:17])=[N:4][C:5](=[O:16])[N:6]([CH:15]=1)[C@@H:7]1[O:14][C@H:11]([CH2:12][OH:13])[C@@H:9]([OH:10])[CH2:8]1)=[O:28]. The yield is 1.00. (3) The reactants are Cl[S:2]([N:5]=[C:6]=[O:7])(=[O:4])=[O:3].C[C:9]([OH:12])([CH3:11])C.[CH2:13]([O:15][C:16](=[O:19])[CH2:17][NH2:18])[CH3:14].[CH3:20][CH2:21]N(CC)CC.Cl. The catalyst is C(Cl)Cl. The product is [CH2:9]([O:12][C:6]([NH:5][S:2]([NH:18][CH2:17][C:16]([O:15][CH2:13][CH3:14])=[O:19])(=[O:4])=[O:3])=[O:7])[CH2:11][CH2:20][CH3:21]. The yield is 0.850.